This data is from Peptide-MHC class II binding affinity with 134,281 pairs from IEDB. The task is: Regression. Given a peptide amino acid sequence and an MHC pseudo amino acid sequence, predict their binding affinity value. This is MHC class II binding data. The peptide sequence is KVLELAAALSDDFER. The MHC is HLA-DQA10101-DQB10501 with pseudo-sequence HLA-DQA10101-DQB10501. The binding affinity (normalized) is 0.277.